From a dataset of Catalyst prediction with 721,799 reactions and 888 catalyst types from USPTO. Predict which catalyst facilitates the given reaction. (1) Product: [Cl:3][C:4]1[CH:5]=[CH:6][C:7]([C:8]([N:10]([C@@H:12]([CH2:21][CH2:22][CH3:23])[CH2:13][N:14]2[CH2:19][CH2:18][CH:17]([O:20][CH3:26])[CH2:16][CH2:15]2)[CH3:11])=[O:9])=[CH:24][CH:25]=1. Reactant: [H-].[Na+].[Cl:3][C:4]1[CH:25]=[CH:24][C:7]([C:8]([N:10]([C@@H:12]([CH2:21][CH2:22][CH3:23])[CH2:13][N:14]2[CH2:19][CH2:18][CH:17]([OH:20])[CH2:16][CH2:15]2)[CH3:11])=[O:9])=[CH:6][CH:5]=1.[CH3:26]I. The catalyst class is: 1. (2) Reactant: C1([O:7][C:8](=O)[NH:9][C:10]2[CH:15]=[CH:14][C:13]([O:16][C:17]3[C:26]4[C:21](=[CH:22][C:23]([O:29][CH3:30])=[C:24]([O:27][CH3:28])[CH:25]=4)[N:20]=[CH:19][CH:18]=3)=[CH:12][C:11]=2[F:31])C=CC=CC=1.[CH:33]1([NH2:36])[CH2:35][CH2:34]1.C(OCC)(=O)C.O. Product: [CH:33]1([NH:36][C:8]([NH:9][C:10]2[CH:15]=[CH:14][C:13]([O:16][C:17]3[C:26]4[C:21](=[CH:22][C:23]([O:29][CH3:30])=[C:24]([O:27][CH3:28])[CH:25]=4)[N:20]=[CH:19][CH:18]=3)=[CH:12][C:11]=2[F:31])=[O:7])[CH2:35][CH2:34]1. The catalyst class is: 376.